The task is: Predict the product of the given reaction.. This data is from Forward reaction prediction with 1.9M reactions from USPTO patents (1976-2016). Given the reactants Br[CH2:2][C:3]1[CH:4]=[CH:5][C:6]2[O:10][CH:9]=[CH:8][C:7]=2[CH:11]=1.[N-:12]=[N+:13]=[N-:14].[Na+].O, predict the reaction product. The product is: [N:12]([CH2:2][C:3]1[CH:4]=[CH:5][C:6]2[O:10][CH:9]=[CH:8][C:7]=2[CH:11]=1)=[N+:13]=[N-:14].